The task is: Regression. Given two drug SMILES strings and cell line genomic features, predict the synergy score measuring deviation from expected non-interaction effect.. This data is from Merck oncology drug combination screen with 23,052 pairs across 39 cell lines. (1) Drug 1: CC1(c2nc3c(C(N)=O)cccc3[nH]2)CCCN1. Drug 2: NC1CCCCC1N.O=C(O)C(=O)O.[Pt+2]. Synergy scores: synergy=0.0765. Cell line: NCIH2122. (2) Drug 1: COc1cccc2c1C(=O)c1c(O)c3c(c(O)c1C2=O)CC(O)(C(=O)CO)CC3OC1CC(N)C(O)C(C)O1. Drug 2: Cn1c(=O)n(-c2ccc(C(C)(C)C#N)cc2)c2c3cc(-c4cnc5ccccc5c4)ccc3ncc21. Cell line: A427. Synergy scores: synergy=9.84. (3) Drug 1: CCN(CC)CCNC(=O)c1c(C)[nH]c(C=C2C(=O)Nc3ccc(F)cc32)c1C. Drug 2: NC(=O)c1cccc2cn(-c3ccc(C4CCCNC4)cc3)nc12. Cell line: HCT116. Synergy scores: synergy=1.88. (4) Drug 1: O=C(NOCC(O)CO)c1ccc(F)c(F)c1Nc1ccc(I)cc1F. Drug 2: Cc1nc(Nc2ncc(C(=O)Nc3c(C)cccc3Cl)s2)cc(N2CCN(CCO)CC2)n1. Cell line: KPL1. Synergy scores: synergy=-6.04. (5) Drug 1: O=P1(N(CCCl)CCCl)NCCCO1. Drug 2: O=C(CCCCCCC(=O)Nc1ccccc1)NO. Cell line: SW837. Synergy scores: synergy=3.51. (6) Drug 1: NC(=O)c1cccc2cn(-c3ccc(C4CCCNC4)cc3)nc12. Drug 2: CC1(c2nc3c(C(N)=O)cccc3[nH]2)CCCN1. Cell line: A375. Synergy scores: synergy=-20.3.